Predict the reactants needed to synthesize the given product. From a dataset of Full USPTO retrosynthesis dataset with 1.9M reactions from patents (1976-2016). (1) Given the product [Cl:1][C:2]1[C:7]([Cl:8])=[CH:6][CH:5]=[CH:4][C:3]=1[S:9]([NH:12][C:13]1[CH:18]=[CH:17][C:16]([CH:19]([C:20]#[N:21])[C:25](=[O:29])[CH3:26])=[CH:15][CH:14]=1)(=[O:10])=[O:11], predict the reactants needed to synthesize it. The reactants are: [Cl:1][C:2]1[C:7]([Cl:8])=[CH:6][CH:5]=[CH:4][C:3]=1[S:9]([NH:12][C:13]1[CH:18]=[CH:17][C:16]([CH2:19][C:20]#[N:21])=[CH:15][CH:14]=1)(=[O:11])=[O:10].C[O-].[Na+].[CH2:25]([O:29]C(=O)C)[CH2:26]CC. (2) Given the product [Si:56]([O:39][C:37](=[CH2:38])[CH2:36][O:35][C@H:32]1[CH2:31][CH2:30][C@H:29]([N:6]2[C:7](=[O:28])[C:8]([CH2:13][C:14]3[CH:15]=[CH:16][C:17]([C:20]4[C:21]([C:26]#[N:27])=[CH:22][CH:23]=[CH:24][CH:25]=4)=[CH:18][CH:19]=3)=[C:9]([CH2:10][CH2:11][CH3:12])[N:4]3[N:3]=[C:2]([CH3:1])[N:40]=[C:5]23)[CH2:34][CH2:33]1)([C:59]([CH3:62])([CH3:61])[CH3:60])([CH3:58])[CH3:57], predict the reactants needed to synthesize it. The reactants are: [CH3:1][C:2]1[N:40]=[C:5]2[N:6]([C@H:29]3[CH2:34][CH2:33][C@H:32]([O:35][CH2:36][C:37](=[O:39])[CH3:38])[CH2:31][CH2:30]3)[C:7](=[O:28])[C:8]([CH2:13][C:14]3[CH:19]=[CH:18][C:17]([C:20]4[C:21]([C:26]#[N:27])=[CH:22][CH:23]=[CH:24][CH:25]=4)=[CH:16][CH:15]=3)=[C:9]([CH2:10][CH2:11][CH3:12])[N:4]2[N:3]=1.C(N(C(C)C)CC)(C)C.FC(F)(F)S(O[Si:56]([C:59]([CH3:62])([CH3:61])[CH3:60])([CH3:58])[CH3:57])(=O)=O.